Task: Predict the reactants needed to synthesize the given product.. Dataset: Full USPTO retrosynthesis dataset with 1.9M reactions from patents (1976-2016) (1) Given the product [C:18]1([C:23]2[CH:24]=[CH:25][CH:26]=[CH:27][CH:28]=2)[CH:19]=[CH:20][CH:21]=[CH:22][C:17]=1[NH:16][C:6]1[N:7]=[C:2]([NH2:1])[N:3]=[C:4]([Cl:9])[N:5]=1, predict the reactants needed to synthesize it. The reactants are: [NH2:1][C:2]1[N:7]=[C:6](Cl)[N:5]=[C:4]([Cl:9])[N:3]=1.C(=O)([O-])[O-].[K+].[K+].[NH2:16][C:17]1[CH:22]=[CH:21][CH:20]=[CH:19][C:18]=1[C:23]1[CH:28]=[CH:27][CH:26]=[CH:25][CH:24]=1. (2) Given the product [Br:1][C:2]1[CH:7]=[CH:6][C:5]2[C:8]([C:9]([F:10])([F:11])[F:12])=[N:13][O:15][C:4]=2[CH:3]=1, predict the reactants needed to synthesize it. The reactants are: [Br:1][C:2]1[CH:7]=[CH:6][C:5]([C:8](=[N:13]O)[C:9]([F:12])([F:11])[F:10])=[C:4]([OH:15])[CH:3]=1.C(OC(=O)C)(=O)C.C(N(CC)CC)C. (3) Given the product [CH3:3][N:4]1[CH2:8][CH2:7][CH:6]([C:10](=[O:16])[C:11]([O:13][CH2:14][CH3:15])=[O:12])[C:5]1=[O:9], predict the reactants needed to synthesize it. The reactants are: [H-].[Na+].[CH3:3][N:4]1[CH2:8][CH2:7][CH2:6][C:5]1=[O:9].[C:10](OCC)(=[O:16])[C:11]([O:13][CH2:14][CH3:15])=[O:12].Cl. (4) Given the product [CH3:22][O:23][C:24]([C:26]1[S:30][C:29]([C:31]2[CH:36]=[CH:35][C:34]([O:37][CH2:2][C:3]3[C:4]([C:11]4[C:16]([C:17]([F:20])([F:19])[F:18])=[CH:15][CH:14]=[CH:13][C:12]=4[F:21])=[N:5][O:6][C:7]=3[CH:8]3[CH2:10][CH2:9]3)=[CH:33][C:32]=2[CH3:38])=[N:28][C:27]=1[CH3:39])=[O:25], predict the reactants needed to synthesize it. The reactants are: Br[CH2:2][C:3]1[C:4]([C:11]2[C:16]([C:17]([F:20])([F:19])[F:18])=[CH:15][CH:14]=[CH:13][C:12]=2[F:21])=[N:5][O:6][C:7]=1[CH:8]1[CH2:10][CH2:9]1.[CH3:22][O:23][C:24]([C:26]1[S:30][C:29]([C:31]2[CH:36]=[CH:35][C:34]([OH:37])=[CH:33][C:32]=2[CH3:38])=[N:28][C:27]=1[CH3:39])=[O:25].C(=O)([O-])[O-].[K+].[K+]. (5) Given the product [C:7]1([S:13]([N:16]2[C:17]3=[N:18][CH:19]=[C:20]([S:24][CH3:25])[CH:21]=[C:22]3[CH:6]=[C:5]2[Si:2]([CH3:4])([CH3:3])[CH3:1])(=[O:14])=[O:15])[CH:8]=[CH:9][CH:10]=[CH:11][CH:12]=1, predict the reactants needed to synthesize it. The reactants are: [CH3:1][Si:2]([C:5]#[CH:6])([CH3:4])[CH3:3].[C:7]1([S:13]([NH:16][C:17]2[C:22](I)=[CH:21][C:20]([S:24][CH3:25])=[CH:19][N:18]=2)(=[O:15])=[O:14])[CH:12]=[CH:11][CH:10]=[CH:9][CH:8]=1.C(N(CC)CC)C.O1CCOCC1. (6) The reactants are: [CH3:1][S:2][C:3]1[N:4]=[C:5](O)[C:6]2[CH2:11][O:10][CH2:9][C:7]=2[N:8]=1.P(Cl)(Cl)([Cl:15])=O. Given the product [Cl:15][C:5]1[C:6]2[CH2:11][O:10][CH2:9][C:7]=2[N:8]=[C:3]([S:2][CH3:1])[N:4]=1, predict the reactants needed to synthesize it. (7) Given the product [NH2:13][C:9]1[CH:8]=[C:7]([NH:6][C:4](=[O:5])[C:3]2[CH:16]=[CH:17][C:18]([F:20])=[CH:19][C:2]=2[Cl:1])[CH:12]=[CH:11][CH:10]=1, predict the reactants needed to synthesize it. The reactants are: [Cl:1][C:2]1[CH:19]=[C:18]([F:20])[CH:17]=[CH:16][C:3]=1[C:4]([NH:6][C:7]1[CH:12]=[CH:11][CH:10]=[C:9]([N+:13]([O-])=O)[CH:8]=1)=[O:5].Cl.[OH-].[NH4+]. (8) Given the product [O:10]1[C:9]2[CH:14]=[CH:15][C:6]([NH:5][C:3](=[O:4])[CH2:2][NH:26][CH2:25][CH2:24][O:23][CH3:22])=[CH:7][C:8]=2[O:13][CH2:12][CH2:11]1, predict the reactants needed to synthesize it. The reactants are: Cl[CH2:2][C:3]([NH:5][C:6]1[CH:15]=[CH:14][C:9]2[O:10][CH2:11][CH2:12][O:13][C:8]=2[CH:7]=1)=[O:4].C(=O)([O-])[O-].[K+].[K+].[CH3:22][O:23][CH2:24][CH2:25][NH2:26].CN(C=O)C. (9) The reactants are: [CH3:1][O:2][C:3]1[CH:8]=[CH:7][CH:6]=[CH:5][C:4]=1[N:9]1[CH2:14][CH2:13][NH:12][CH2:11][CH2:10]1.[C:15]1([C:23]2[CH:28]=[CH:27][CH:26]=[CH:25][CH:24]=2)[C:16]([CH:21]=O)=[CH:17][CH:18]=[CH:19][CH:20]=1.[BH-](OC(C)=O)(OC(C)=O)OC(C)=O.[Na+].C1(C2C=CC=CC=2)C=CC=CC=1CN1CCN(C2C=CC=CC=2)CC1. Given the product [C:15]1([C:23]2[CH:24]=[CH:25][CH:26]=[CH:27][CH:28]=2)[CH:20]=[CH:19][CH:18]=[CH:17][C:16]=1[CH2:21][N:12]1[CH2:13][CH2:14][N:9]([C:4]2[CH:5]=[CH:6][CH:7]=[CH:8][C:3]=2[O:2][CH3:1])[CH2:10][CH2:11]1, predict the reactants needed to synthesize it.